Dataset: Cav3 T-type calcium channel HTS with 100,875 compounds. Task: Binary Classification. Given a drug SMILES string, predict its activity (active/inactive) in a high-throughput screening assay against a specified biological target. (1) The drug is O=C1NCCN(C1CC(O)=O)CCCc1ccccc1. The result is 0 (inactive). (2) The molecule is O(c1cc(CCNCc2ncccc2)ccc1OC)C. The result is 0 (inactive). (3) The compound is S(c1n(c(nn1)CNc1ccc(OC)cc1)c1ccc(OC)cc1)Cc1ccccc1. The result is 0 (inactive). (4) The drug is O=C1N(C(=O)C2C1CC=CC2)c1[nH]ncn1. The result is 0 (inactive). (5) The result is 0 (inactive). The drug is O1C(C(OC(=O)NC(Cc2ccccc2)C(OC)=O)C(=O)c2c1cc(OC)cc2)c1cc2OCOc2cc1. (6) The molecule is S(=O)(=O)(NC1C2CC(C1)CC2)c1sccc1. The result is 0 (inactive). (7) The compound is Clc1c(OCC(=O)N2CCN(CC2)c2ccc(F)cc2)cccc1. The result is 0 (inactive). (8) The drug is O=C(N)C1CCN(CC1)c1ncnc2n(ncc12)c1c(cc(cc1)C)C. The result is 0 (inactive). (9) The drug is O=C1N(CC(C1)C(=O)Nc1c(cccc1)C(=O)NCc1occc1)c1ccc(OC)cc1. The result is 0 (inactive). (10) The molecule is O=C(NCCN1C(CN2C(C(C)C)CN=C12)Cc1ccc(O)cc1)CCC1CCCCC1. The result is 0 (inactive).